This data is from Catalyst prediction with 721,799 reactions and 888 catalyst types from USPTO. The task is: Predict which catalyst facilitates the given reaction. (1) Reactant: C[Si]([N-][Si](C)(C)C)(C)C.[Li+].[I-].[CH3:12][N:13]([CH3:36])[CH2:14][CH2:15][CH2:16][P+](C1C=CC=CC=1)(C1C=CC=CC=1)C1C=CC=CC=1.[CH3:37][O:38][C:39](=[O:58])[CH2:40][C:41]1[CH:46]=[CH:45][C:44]([O:47][CH2:48][C:49]2[CH:54]=[CH:53][CH:52]=[CH:51][C:50]=2[I:55])=[C:43]([CH:56]=O)[CH:42]=1.Cl. Product: [CH3:37][O:38][C:39](=[O:58])[CH2:40][C:41]1[CH:46]=[CH:45][C:44]([O:47][CH2:48][C:49]2[CH:54]=[CH:53][CH:52]=[CH:51][C:50]=2[I:55])=[C:43]([CH:56]=[CH:16][CH2:15][CH2:14][N:13]([CH3:36])[CH3:12])[CH:42]=1. The catalyst class is: 11. (2) Reactant: [C:1]1([C:7]2[C:15]3[C:14]([NH:16][CH2:17][C@@H:18]4[CH2:22][CH2:21][CH2:20][O:19]4)=[N:13][CH:12]=[N:11][C:10]=3[O:9][C:8]=2[C:23]2[CH:28]=[CH:27][C:26]([OH:29])=[CH:25][CH:24]=2)[CH:6]=[CH:5][CH:4]=[CH:3][CH:2]=1.C([O-])([O-])=O.[Cs+].[Cs+].Cl.[CH3:37][N:38]([CH2:40][CH2:41]Cl)[CH3:39]. Product: [CH3:37][N:38]([CH3:39])[CH2:40][CH2:41][O:29][C:26]1[CH:25]=[CH:24][C:23]([C:8]2[O:9][C:10]3[N:11]=[CH:12][N:13]=[C:14]([NH:16][CH2:17][C@@H:18]4[CH2:22][CH2:21][CH2:20][O:19]4)[C:15]=3[C:7]=2[C:1]2[CH:2]=[CH:3][CH:4]=[CH:5][CH:6]=2)=[CH:28][CH:27]=1. The catalyst class is: 3. (3) Reactant: [I:1][C:2]1[CH:3]=[C:4]([CH:6]=[CH:7][CH:8]=1)[NH2:5].CCN(CC)CC.[C:16]1([S:22](Cl)(=[O:24])=[O:23])[CH:21]=[CH:20][CH:19]=[CH:18][CH:17]=1.C([O-])(O)=O.[Na+]. Product: [C:16]1([S:22]([NH:5][C:4]2[CH:3]=[C:2]([I:1])[CH:8]=[CH:7][CH:6]=2)(=[O:24])=[O:23])[CH:21]=[CH:20][CH:19]=[CH:18][CH:17]=1. The catalyst class is: 2. (4) Reactant: [CH3:1]CN=C=NCCCN(C)C.Cl.C(N(CC)CC)C.[NH2:20][CH2:21][C:22]1[CH:37]=[CH:36][CH:35]=[CH:34][C:23]=1[O:24][CH2:25][CH2:26][CH2:27][CH2:28][CH2:29][C:30]([O:32][CH3:33])=[O:31].[O:38]1[CH:42]=[CH:41][CH:40]=[C:39]1[C:43]1[CH:51]=[CH:50][C:46]([C:47](O)=[O:48])=[CH:45][CH:44]=1.C1C=CC2N(O)N=NC=2C=1. Product: [O:38]1[CH:42]=[CH:41][CH:40]=[C:39]1[C:43]1[CH:51]=[CH:50][C:46]([C:47]([NH:20][CH2:21][C:22]2[CH:37]=[CH:36][CH:35]=[CH:34][C:23]=2[O:24][CH2:25][CH2:26][CH2:27][CH2:28][CH2:29][C:30]([O:32][CH2:33][CH3:1])=[O:31])=[O:48])=[CH:45][CH:44]=1. The catalyst class is: 9. (5) Reactant: C1CCC(N=C=NC2CCCCC2)CC1.CN(C(ON1N=NC2C=CC=CC1=2)=[N+](C)C)C.F[P-](F)(F)(F)(F)F.[CH3:40][N:41]1[CH2:46][CH2:45][N:44]([CH2:47][C:48]([OH:50])=O)[CH2:43][CH2:42]1.[CH:51]1[C:63]2[CH2:62][C:61]3[C:56](=[CH:57][CH:58]=[C:59]([C:64]4[S:68][C:67]([NH2:69])=[N:66][CH:65]=4)[CH:60]=3)[C:55]=2[CH:54]=[CH:53][CH:52]=1. Product: [CH:51]1[C:63]2[CH2:62][C:61]3[C:56](=[CH:57][CH:58]=[C:59]([C:64]4[S:68][C:67]([NH:69][C:48](=[O:50])[CH2:47][N:44]5[CH2:43][CH2:42][N:41]([CH3:40])[CH2:46][CH2:45]5)=[N:66][CH:65]=4)[CH:60]=3)[C:55]=2[CH:54]=[CH:53][CH:52]=1. The catalyst class is: 3. (6) Reactant: Cl.[NH2:2][C:3]1[C:4]([C:11]([NH:13][C:14](=N)[NH:15][CH2:16][CH2:17][CH2:18][CH2:19][C:20]2[CH:25]=[CH:24][C:23]([O:26][CH2:27][CH2:28][N:29]([CH2:41][CH2:42][CH2:43][CH2:44][CH2:45][CH3:46])[CH2:30][C@H:31]([OH:40])[C@@H:32]([OH:39])[C@H:33]([OH:38])[C@H:34]([OH:37])[CH2:35][OH:36])=[CH:22][CH:21]=2)=[O:12])=[N:5][C:6]([Cl:10])=[C:7]([NH2:9])[N:8]=1.[OH-].[Na+].C([OH:53])(C)C. Product: [NH2:2][C:3]1[C:4]([C:11]([NH:13][C:14](=[O:53])[NH:15][CH2:16][CH2:17][CH2:18][CH2:19][C:20]2[CH:21]=[CH:22][C:23]([O:26][CH2:27][CH2:28][N:29]([CH2:41][CH2:42][CH2:43][CH2:44][CH2:45][CH3:46])[CH2:30][C@H:31]([OH:40])[C@@H:32]([OH:39])[C@H:33]([OH:38])[C@H:34]([OH:37])[CH2:35][OH:36])=[CH:24][CH:25]=2)=[O:12])=[N:5][C:6]([Cl:10])=[C:7]([NH2:9])[N:8]=1. The catalyst class is: 6. (7) Reactant: COC1C=C(OC)C=CC=1C[N:6]([C:39]1[CH:44]=[CH:43][N:42]=[CH:41][N:40]=1)[S:7]([C:10]1[CH:15]=[CH:14][C:13]([O:16][C@H:17]2[CH2:22][CH2:21][CH2:20][CH2:19][C@@H:18]2[C:23]2[C:24]([N+:34]([O-])=O)=[N:25][N:26](C3CCCCO3)[CH:27]=2)=[C:12]([CH2:37][CH3:38])[CH:11]=1)(=[O:9])=[O:8].C([SiH](CC)CC)C.FC(F)(F)C(O)=O.ClCCl. Product: [NH2:34][C:24]1[C:23]([C@H:18]2[CH2:19][CH2:20][CH2:21][CH2:22][C@@H:17]2[O:16][C:13]2[CH:14]=[CH:15][C:10]([S:7]([NH:6][C:39]3[CH:44]=[CH:43][N:42]=[CH:41][N:40]=3)(=[O:9])=[O:8])=[CH:11][C:12]=2[CH2:37][CH3:38])=[CH:27][NH:26][N:25]=1. The catalyst class is: 5.